From a dataset of Forward reaction prediction with 1.9M reactions from USPTO patents (1976-2016). Predict the product of the given reaction. (1) The product is: [C:25]([O:24][C:22]([N:19]1[CH2:20][CH2:21][CH:17]([NH:16][CH2:14][C@H:12]([OH:13])[CH2:11][NH:10][C:9]([O:8][CH2:1][C:2]2[CH:7]=[CH:6][CH:5]=[CH:4][CH:3]=2)=[O:15])[CH2:18]1)=[O:23])([CH3:28])([CH3:26])[CH3:27]. Given the reactants [CH2:1]([O:8][C:9](=[O:15])[NH:10][CH2:11][C@@H:12]1[CH2:14][O:13]1)[C:2]1[CH:7]=[CH:6][CH:5]=[CH:4][CH:3]=1.[NH2:16][CH:17]1[CH2:21][CH2:20][N:19]([C:22]([O:24][C:25]([CH3:28])([CH3:27])[CH3:26])=[O:23])[CH2:18]1, predict the reaction product. (2) Given the reactants [CH2:1]([P:3]([CH2:6][CH3:7])[CH2:4][CH3:5])[CH3:2].[CH2:8]([O:12][S:13]([O:16][CH2:17][CH2:18][CH2:19][CH3:20])(=[O:15])=[O:14])[CH2:9][CH2:10][CH3:11], predict the reaction product. The product is: [CH2:8]([O:12][S:13]([O-:16])(=[O:15])=[O:14])[CH2:9][CH2:10][CH3:11].[CH2:1]([P+:3]([CH2:6][CH3:7])([CH2:4][CH3:5])[CH2:17][CH2:18][CH2:19][CH3:20])[CH3:2].